Dataset: Reaction yield outcomes from USPTO patents with 853,638 reactions. Task: Predict the reaction yield, written as a fraction of the theoretical maximum amount of product (1.0 means a 100% yield; for example, 0.34 means a 34% yield). (1) The reactants are [C:1]([O:5][C:6]([NH:8][CH:9]([C:62](=[O:75])[NH:63][CH2:64][CH:65]([OH:74])[CH:66]([OH:73])[CH:67]([OH:72])[CH:68]([OH:71])[CH2:69][OH:70])[CH2:10][CH2:11][CH2:12][CH2:13][NH:14][C:15]([CH:17]([NH:33][C:34](=[O:61])[C:35]([CH3:60])([CH3:59])[CH2:36][CH2:37][CH2:38][CH2:39][O:40][C:41]1[CH:46]=[C:45]([C:47]2[CH:52]=[CH:51][CH:50]=[CH:49][CH:48]=2)[CH:44]=[C:43]([C:53]2[CH:58]=[CH:57][CH:56]=[CH:55][CH:54]=2)[N:42]=1)[CH2:18][C:19]1[CH:24]=[CH:23][C:22]([O:25]CC2C=CC=CC=2)=[CH:21][CH:20]=1)=[O:16])=[O:7])([CH3:4])([CH3:3])[CH3:2]. The catalyst is CO. The product is [C:1]([O:5][C:6]([NH:8][CH:9]([C:62](=[O:75])[NH:63][CH2:64][CH:65]([OH:74])[CH:66]([OH:73])[CH:67]([OH:72])[CH:68]([OH:71])[CH2:69][OH:70])[CH2:10][CH2:11][CH2:12][CH2:13][NH:14][C:15]([CH:17]([NH:33][C:34](=[O:61])[C:35]([CH3:60])([CH3:59])[CH2:36][CH2:37][CH2:38][CH2:39][O:40][C:41]1[CH:46]=[C:45]([C:47]2[CH:48]=[CH:49][CH:50]=[CH:51][CH:52]=2)[CH:44]=[C:43]([C:53]2[CH:54]=[CH:55][CH:56]=[CH:57][CH:58]=2)[N:42]=1)[CH2:18][C:19]1[CH:20]=[CH:21][C:22]([OH:25])=[CH:23][CH:24]=1)=[O:16])=[O:7])([CH3:2])([CH3:3])[CH3:4]. The yield is 0.960. (2) The reactants are [CH2:1]([CH:4]([C:10]([O:12][CH2:13][CH3:14])=[O:11])[C:5]([O:7][CH2:8][CH3:9])=[O:6])[C:2]#[CH:3].Br[CH2:16]/[CH:17]=[CH:18]/[C:19]1[CH:24]=[CH:23][CH:22]=[CH:21][C:20]=1[Cl:25].[H-].[Na+]. The catalyst is C1COCC1. The product is [Cl:25][C:20]1[CH:21]=[CH:22][CH:23]=[CH:24][C:19]=1[CH:18]=[CH:17][CH2:16][C:4]([CH2:1][C:2]#[CH:3])([C:5]([O:7][CH2:8][CH3:9])=[O:6])[C:10]([O:12][CH2:13][CH3:14])=[O:11]. The yield is 0.810. (3) The yield is 0.530. The product is [F:1][C:2]1[CH:26]=[CH:25][CH:24]=[C:23]([F:27])[C:3]=1[C:4]1[O:6][C:7]([C:18]([O:20][CH2:21][CH3:22])=[O:19])=[C:8]([C:10]2[CH:15]=[CH:14][C:13]([O:16][CH3:17])=[CH:12][CH:11]=2)[N:32]=1. The reactants are [F:1][C:2]1[CH:26]=[CH:25][CH:24]=[C:23]([F:27])[C:3]=1[C:4]([O:6][CH:7]([C:18]([O:20][CH2:21][CH3:22])=[O:19])[C:8]([C:10]1[CH:15]=[CH:14][C:13]([O:16][CH3:17])=[CH:12][CH:11]=1)=O)=O.C([O-])(=O)C.[NH4+:32]. The catalyst is C(O)(=O)C.O. (4) The reactants are C(O)(=O)C.O=[CH:6][CH2:7][CH2:8][NH:9][C:10](=[O:16])[O:11][C:12]([CH3:15])([CH3:14])[CH3:13].[NH2:17][C@:18]12[CH2:53][CH2:52][C@@H:51]([C:54]([CH3:56])=[CH2:55])[C@@H:19]1[C@@H:20]1[C@@:33]([CH3:36])([CH2:34][CH2:35]2)[C@@:32]2([CH3:37])[C@@H:23]([C@:24]3([CH3:50])[C@@H:29]([CH2:30][CH2:31]2)[C:28]([CH3:39])([CH3:38])[C:27]([C:40]2[CH:49]=[CH:48][C:43]([C:44]([O:46][CH3:47])=[O:45])=[CH:42][CH:41]=2)=[CH:26][CH2:25]3)[CH2:22][CH2:21]1.C(O[BH-](OC(=O)C)OC(=O)C)(=O)C.[Na+]. The catalyst is CCO.O1CCOCC1. The product is [C:12]([O:11][C:10]([NH:9][CH2:8][CH2:7][CH2:6][NH:17][C@:18]12[CH2:53][CH2:52][C@@H:51]([C:54]([CH3:56])=[CH2:55])[C@@H:19]1[C@@H:20]1[C@@:33]([CH3:36])([CH2:34][CH2:35]2)[C@@:32]2([CH3:37])[C@@H:23]([C@:24]3([CH3:50])[C@@H:29]([CH2:30][CH2:31]2)[C:28]([CH3:38])([CH3:39])[C:27]([C:40]2[CH:41]=[CH:42][C:43]([C:44]([O:46][CH3:47])=[O:45])=[CH:48][CH:49]=2)=[CH:26][CH2:25]3)[CH2:22][CH2:21]1)=[O:16])([CH3:15])([CH3:14])[CH3:13]. The yield is 0.540.